Dataset: Forward reaction prediction with 1.9M reactions from USPTO patents (1976-2016). Task: Predict the product of the given reaction. (1) Given the reactants Br[C:2]1[CH:3]=[C:4]([N:8]2[CH2:13][CH2:12][N:11]([C:14]([O:16][C:17]([CH3:20])([CH3:19])[CH3:18])=[O:15])[CH2:10][CH2:9]2)[CH:5]=[CH:6][CH:7]=1.[F:21][C:22]1[C:27]([F:28])=[CH:26][CH:25]=[CH:24][C:23]=1OB(O)O.C(=O)([O-])[O-].[Na+].[Na+].O, predict the reaction product. The product is: [F:21][C:22]1[C:27]([F:28])=[CH:26][CH:25]=[CH:24][C:23]=1[C:2]1[CH:7]=[CH:6][CH:5]=[C:4]([N:8]2[CH2:13][CH2:12][N:11]([C:14]([O:16][C:17]([CH3:20])([CH3:19])[CH3:18])=[O:15])[CH2:10][CH2:9]2)[CH:3]=1. (2) The product is: [C:27]([C:16]1([C:6]2[C:7]3[C:11]4[CH:12]=[CH:13][CH:14]=[CH:15][C:10]=4[O:9][C:8]=3[C:3]([O:2][CH3:1])=[CH:4][CH:5]=2)[CH2:25][CH2:24][C:23]2[N:22]=[CH:21][N:20]([CH2:30][C:31]([O:33][CH2:34][CH3:35])=[O:32])[C:19](=[O:26])[C:18]=2[CH2:17]1)#[N:28]. Given the reactants [CH3:1][O:2][C:3]1[C:8]2[O:9][C:10]3[CH:15]=[CH:14][CH:13]=[CH:12][C:11]=3[C:7]=2[C:6]([C:16]2([C:27]#[N:28])[CH2:25][CH2:24][C:23]3[N:22]=[CH:21][NH:20][C:19](=[O:26])[C:18]=3[CH2:17]2)=[CH:5][CH:4]=1.Br[CH2:30][C:31]([O:33][CH2:34][CH3:35])=[O:32].C(=O)([O-])[O-].[Cs+].[Cs+], predict the reaction product. (3) Given the reactants [F:1][C:2]1[C:7]([CH:8]=[O:9])=[CH:6][CH:5]=[CH:4][N:3]=1.[BH4-].[Na+], predict the reaction product. The product is: [F:1][C:2]1[C:7]([CH2:8][OH:9])=[CH:6][CH:5]=[CH:4][N:3]=1. (4) Given the reactants [CH3:22][C:17]1[CH:18]=[CH:19][CH:20]=[CH:21][C:16]=1P([C:16]1[CH:21]=[CH:20][CH:19]=[CH:18][C:17]=1[CH3:22])[C:16]1[CH:21]=[CH:20][CH:19]=[CH:18][C:17]=1[CH3:22].C(N(CC)C(C)C)(C)C.[O:32]1[CH:36]=[CH:35][CH2:34][CH2:33]1.C(OCC)(=[O:39])C, predict the reaction product. The product is: [O:32]1[CH:33]=[CH:34][CH2:35][CH:36]1[C:19]1[CH:18]=[C:17]([CH:16]=[CH:21][CH:20]=1)[CH:22]=[O:39]. (5) Given the reactants CS(C)=O.C(Cl)(=O)C(Cl)=O.[F:11][C:12]1[CH:17]=[CH:16][C:15]([CH:18]([OH:20])[CH3:19])=[CH:14][C:13]=1[O:21][CH3:22].C(N(CC)CC)C, predict the reaction product. The product is: [CH3:19][C:18]([C:15]1[CH:16]=[CH:17][C:12]([F:11])=[C:13]([O:21][CH3:22])[CH:14]=1)=[O:20]. (6) The product is: [CH2:5]([C:2]1[N:21]=[C:19]([C:20]2[CH:15]=[CH:16][C:9]([F:8])=[CH:10][CH:11]=2)[NH:17][CH:3]=1)[CH3:6]. Given the reactants Cl[C:2](Cl)([CH2:5][CH3:6])[CH:3]=O.[F:8][C:9]1[CH:16]=[CH:15]C(C=O)=[CH:11][CH:10]=1.[NH3:17].O.[C:19](#[N:21])[CH3:20], predict the reaction product. (7) Given the reactants CC(C[AlH]CC(C)C)C.[Si](O[CH:18]([CH:21]1[CH2:26][CH2:25][C:24]2[CH:27]=[C:28]([F:31])[CH:29]=[CH:30][C:23]=2[O:22]1)[C:19]#[N:20])(C(C)(C)C)(C)C.[H-].[Al+3].[Li+].[H-].[H-].[H-].C(C(C(C([O-])=O)O)O)([O-])=[O:39].[K+].[K+].[OH-].[Na+], predict the reaction product. The product is: [F:31][C:28]1[CH:29]=[CH:30][C:23]2[O:22][CH:21]([CH2:18][CH:19]([OH:39])[NH2:20])[CH2:26][CH2:25][C:24]=2[CH:27]=1.